From a dataset of Full USPTO retrosynthesis dataset with 1.9M reactions from patents (1976-2016). Predict the reactants needed to synthesize the given product. (1) Given the product [F:33][C:30]([F:31])([F:32])[O:29][C:26]1[CH:27]=[CH:28][C:23]([C:20]2[N:19]=[C:18]([C:34]([F:35])([F:36])[F:37])[C:17]([CH2:16][O:15][C:12]3[CH:13]=[C:14]4[C:9]([CH:8]=[CH:7][N:6]4[CH2:5][C:4]([OH:38])=[O:3])=[CH:10][CH:11]=3)=[CH:22][CH:21]=2)=[CH:24][CH:25]=1, predict the reactants needed to synthesize it. The reactants are: C([O:3][C:4](=[O:38])[CH2:5][N:6]1[C:14]2[C:9](=[CH:10][CH:11]=[C:12]([O:15][CH2:16][C:17]3[C:18]([C:34]([F:37])([F:36])[F:35])=[N:19][C:20]([C:23]4[CH:28]=[CH:27][C:26]([O:29][C:30]([F:33])([F:32])[F:31])=[CH:25][CH:24]=4)=[CH:21][CH:22]=3)[CH:13]=2)[CH:8]=[CH:7]1)C.[Li+].[OH-]. (2) Given the product [CH2:6]1[C:7]2[C:12](=[CH:11][C:10]([C:13]([OH:15])=[O:17])=[CH:9][CH:8]=2)[CH2:4][CH2:5]1, predict the reactants needed to synthesize it. The reactants are: Cl[O-].[Na+].[CH2:4]1[C:12]2[C:7](=[CH:8][CH:9]=[C:10]([C:13](=[O:15])C)[CH:11]=2)[CH2:6][CH2:5]1.C([O-])(O)=[O:17].[Na+]. (3) Given the product [Br:1][C:2]1[C:7]([F:8])=[C:6](/[CH:9]=[CH:10]/[N+:11]([O-:13])=[O:12])[CH:5]=[CH:4][N:3]=1, predict the reactants needed to synthesize it. The reactants are: [Br:1][C:2]1[C:7]([F:8])=[C:6]([CH:9](O)[CH2:10][N+:11]([O-:13])=[O:12])[CH:5]=[CH:4][N:3]=1.C(OC(=O)C)(=O)C.